Dataset: Full USPTO retrosynthesis dataset with 1.9M reactions from patents (1976-2016). Task: Predict the reactants needed to synthesize the given product. (1) Given the product [C:10]([N:6]1[C:2]([CH3:9])([CH3:1])[C:3](=[O:8])[NH:4][C:5]1=[O:7])(=[O:12])[CH3:11], predict the reactants needed to synthesize it. The reactants are: [CH3:1][C:2]1([CH3:9])[NH:6][C:5](=[O:7])[NH:4][C:3]1=[O:8].[C:10](OC(=O)C)(=[O:12])[CH3:11]. (2) Given the product [ClH:27].[NH2:8][CH:9]1[CH2:14][CH2:13][CH:12]([CH2:15][NH:16][C:17](=[O:26])[O:18][CH2:19][C:20]2[CH:21]=[CH:22][CH:23]=[CH:24][CH:25]=2)[CH2:11][CH2:10]1, predict the reactants needed to synthesize it. The reactants are: C(OC([NH:8][CH:9]1[CH2:14][CH2:13][CH:12]([CH2:15][NH:16][C:17](=[O:26])[O:18][CH2:19][C:20]2[CH:25]=[CH:24][CH:23]=[CH:22][CH:21]=2)[CH2:11][CH2:10]1)=O)(C)(C)C.[ClH:27].O1CCOCC1. (3) Given the product [Br:3][C:4]1[C:5]([N:10]([CH2:35][O:34][CH2:33][CH2:32][Si:31]([CH3:38])([CH3:37])[CH3:30])[C:11](=[O:29])[CH2:12][C:13]2[CH2:14][CH2:15][N:16]([C:19]([O:21][CH2:22][C:23]3[CH:24]=[CH:25][CH:26]=[CH:27][CH:28]=3)=[O:20])[CH2:17][CH:18]=2)=[N:6][CH:7]=[CH:8][CH:9]=1, predict the reactants needed to synthesize it. The reactants are: [H-].[Na+].[Br:3][C:4]1[C:5]([NH:10][C:11](=[O:29])[CH2:12][C:13]2[CH2:14][CH2:15][N:16]([C:19]([O:21][CH2:22][C:23]3[CH:28]=[CH:27][CH:26]=[CH:25][CH:24]=3)=[O:20])[CH2:17][CH:18]=2)=[N:6][CH:7]=[CH:8][CH:9]=1.[CH3:30][Si:31]([CH3:38])([CH3:37])[CH2:32][CH2:33][O:34][CH2:35]Cl.